Task: Predict the reactants needed to synthesize the given product.. Dataset: Full USPTO retrosynthesis dataset with 1.9M reactions from patents (1976-2016) Given the product [Br:12][C:13]1[CH:14]=[CH:15][C:16]([C:19]2[O:23][N:22]=[C:21]([CH3:24])[C:20]=2[NH:25][C:1](=[O:10])[CH2:2][CH2:3][C:4]2[CH:9]=[CH:8][CH:7]=[CH:6][CH:5]=2)=[CH:17][CH:18]=1, predict the reactants needed to synthesize it. The reactants are: [C:1](Cl)(=[O:10])[CH2:2][CH2:3][C:4]1[CH:9]=[CH:8][CH:7]=[CH:6][CH:5]=1.[Br:12][C:13]1[CH:18]=[CH:17][C:16]([C:19]2[O:23][N:22]=[C:21]([CH3:24])[C:20]=2[NH2:25])=[CH:15][CH:14]=1.C(N(CC)CC)C.